This data is from Full USPTO retrosynthesis dataset with 1.9M reactions from patents (1976-2016). The task is: Predict the reactants needed to synthesize the given product. Given the product [Cl:1][C:2]1[C:10]([Cl:11])=[CH:9][CH:8]=[CH:7][C:3]=1[C:4]([NH:20][CH2:19][CH:18]([N:12]1[CH2:17][CH2:16][O:15][CH2:14][CH2:13]1)[C:21]1[CH:22]=[N:23][C:24]([C:27]([F:30])([F:28])[F:29])=[CH:25][CH:26]=1)=[O:6], predict the reactants needed to synthesize it. The reactants are: [Cl:1][C:2]1[C:10]([Cl:11])=[CH:9][CH:8]=[CH:7][C:3]=1[C:4]([OH:6])=O.[N:12]1([CH:18]([C:21]2[CH:22]=[N:23][C:24]([C:27]([F:30])([F:29])[F:28])=[CH:25][CH:26]=2)[CH2:19][NH2:20])[CH2:17][CH2:16][O:15][CH2:14][CH2:13]1.